This data is from Reaction yield outcomes from USPTO patents with 853,638 reactions. The task is: Predict the reaction yield, written as a fraction of the theoretical maximum amount of product (1.0 means a 100% yield; for example, 0.34 means a 34% yield). The reactants are [Cl:1][C:2]1[CH:43]=[CH:42][C:5]2[N:6](CC3C=CC(OC)=CC=3)[C:7](=[O:32])[CH:8]([CH2:21][C:22]3[CH:31]=[CH:30][C:29]4[C:24](=[CH:25][CH:26]=[CH:27][CH:28]=4)[CH:23]=3)[N:9]=[C:10]([N:11]3[CH2:20][CH2:19][C:14]4(OCC[O:15]4)[CH2:13][CH2:12]3)[C:4]=2[CH:3]=1.Cl. The catalyst is O1CCOCC1.C(OCC)(=O)C. The product is [Cl:1][C:2]1[CH:43]=[CH:42][C:5]2[NH:6][C:7](=[O:32])[CH:8]([CH2:21][C:22]3[CH:31]=[CH:30][C:29]4[C:24](=[CH:25][CH:26]=[CH:27][CH:28]=4)[CH:23]=3)[N:9]=[C:10]([N:11]3[CH2:12][CH2:13][C:14](=[O:15])[CH2:19][CH2:20]3)[C:4]=2[CH:3]=1. The yield is 0.220.